From a dataset of Forward reaction prediction with 1.9M reactions from USPTO patents (1976-2016). Predict the product of the given reaction. (1) The product is: [F:1][C:2]1[CH:3]=[CH:4][CH:5]=[C:6]2[C:16]=1[C:10]1([CH2:15][CH2:14][O:13][CH2:12][CH2:11]1)[C:9](=[O:17])[C:8]([C:18]([NH:20][CH2:21][C:22]([OH:24])=[O:23])=[O:19])=[C:7]2[OH:29]. Given the reactants [F:1][C:2]1[CH:3]=[CH:4][CH:5]=[C:6]2[C:16]=1[C:10]1([CH2:15][CH2:14][O:13][CH2:12][CH2:11]1)[C:9](=[O:17])[C:8]([C:18]([NH:20][CH2:21][C:22]([O:24]C(C)(C)C)=[O:23])=[O:19])=[C:7]2[OH:29].C(O)(C(F)(F)F)=O, predict the reaction product. (2) Given the reactants Cl[C:2]([O:4][C:5]1[CH:10]=[CH:9][CH:8]=[CH:7][CH:6]=1)=[O:3].[C:11]([O:15][CH2:16][CH3:17])(=[O:14])[CH2:12][OH:13].C(N(CC)CC)C, predict the reaction product. The product is: [O:4]([C:2]([O:13][CH2:12][C:11]([O:15][CH2:16][CH3:17])=[O:14])=[O:3])[C:5]1[CH:10]=[CH:9][CH:8]=[CH:7][CH:6]=1. (3) Given the reactants C(OC([N:8]1[CH2:30][CH2:29][C:11]2[N:12]=[C:13]([NH:17][C:18]3[CH:23]=[CH:22][C:21]([C:24]4[O:28][CH:27]=[N:26][CH:25]=4)=[CH:20][CH:19]=3)[N:14]=[C:15]([OH:16])[C:10]=2[CH2:9]1)=O)(C)(C)C.[C:31]1([CH2:37]O)[CH:36]=[CH:35][CH:34]=[CH:33][CH:32]=1.C1(P(C2C=CC=CC=2)C2C=CC=CC=2)C=CC=CC=1.N(C(OC(C)C)=O)=NC(OC(C)C)=O.Cl, predict the reaction product. The product is: [CH2:37]([O:16][C:15]1[C:10]2[CH2:9][NH:8][CH2:30][CH2:29][C:11]=2[N:12]=[C:13]([NH:17][C:18]2[CH:19]=[CH:20][C:21]([C:24]3[O:28][CH:27]=[N:26][CH:25]=3)=[CH:22][CH:23]=2)[N:14]=1)[C:31]1[CH:36]=[CH:35][CH:34]=[CH:33][CH:32]=1. (4) Given the reactants [CH2:1]([P:3]([CH2:6][CH3:7])[CH2:4][CH3:5])[CH3:2].[CH2:8]([Br:15])[C:9]1[CH:14]=[CH:13][CH:12]=[CH:11][CH:10]=1, predict the reaction product. The product is: [Br-:15].[CH2:1]([P+:3]([CH2:6][CH3:7])([CH2:4][CH3:5])[CH2:8][C:9]1[CH:14]=[CH:13][CH:12]=[CH:11][CH:10]=1)[CH3:2]. (5) Given the reactants S([O:6][CH3:7])(OC)(=O)=O.[CH2:8]([O:10][C:11]([C:13]1[N:14]=[N:15][N:16]([CH2:19][C:20]2[CH:25]=[C:24]([C:26]([F:29])([F:28])[F:27])[CH:23]=[C:22]([C:30]([F:33])([F:32])[F:31])[CH:21]=2)[C:17]=1O)=[O:12])[CH3:9].C(=O)([O-])[O-].[K+].[K+], predict the reaction product. The product is: [CH2:8]([O:10][C:11]([C:13]1[N:14]=[N:15][N:16]([CH2:19][C:20]2[CH:21]=[C:22]([C:30]([F:31])([F:32])[F:33])[CH:23]=[C:24]([C:26]([F:29])([F:28])[F:27])[CH:25]=2)[C:17]=1[O:6][CH3:7])=[O:12])[CH3:9]. (6) Given the reactants C([O:4][C@@H:5]1[C@@H:10]([CH3:11])[CH2:9][N:8]([C:12]2[C:17]([NH2:18])=[CH:16][N:15]=[C:14]3[CH:19]([O:22]C(=O)C)[CH2:20][CH2:21][C:13]=23)[CH2:7][C@H:6]1[NH:26][C:27]([O:29][C:30]([CH3:33])([CH3:32])[CH3:31])=[O:28])(=O)C.[C:34]([O:38][C:39]([NH:41][C:42]1[S:46][C:45]([C:47]2[C:52]([F:53])=[CH:51][CH:50]=[CH:49][C:48]=2[F:54])=[N:44][C:43]=1[C:55](O)=[O:56])=[O:40])([CH3:37])([CH3:36])[CH3:35].CN(C(ON1N=NC2C=CC=NC1=2)=[N+](C)C)C.F[P-](F)(F)(F)(F)F.CCN(C(C)C)C(C)C, predict the reaction product. The product is: [C:34]([O:38][C:39]([NH:41][C:42]1[S:46][C:45]([C:47]2[C:52]([F:53])=[CH:51][CH:50]=[CH:49][C:48]=2[F:54])=[N:44][C:43]=1[C:55]([NH:18][C:17]1[C:12]([N:8]2[CH2:9][C@H:10]([CH3:11])[C@@H:5]([OH:4])[C@H:6]([NH:26][C:27](=[O:28])[O:29][C:30]([CH3:31])([CH3:33])[CH3:32])[CH2:7]2)=[C:13]2[CH2:21][CH2:20][CH:19]([OH:22])[C:14]2=[N:15][CH:16]=1)=[O:56])=[O:40])([CH3:37])([CH3:35])[CH3:36]. (7) Given the reactants [F:1][C:2]1[CH:7]=[CH:6][C:5]([F:8])=[CH:4][C:3]=1[CH:9]1[CH2:13][CH2:12][CH2:11][N:10]1[C:14]1[CH:19]=[CH:18][N:17]2[N:20]=[CH:21][C:22]([C:23]([NH:25][NH:26][C:27](=O)[C:28]([CH3:31])([CH3:30])[CH3:29])=O)=[C:16]2[N:15]=1.P12(SP3(SP(SP(S3)(S1)=S)(=S)S2)=S)=[S:34].C([O-])([O-])=O.[Na+].[Na+], predict the reaction product. The product is: [C:28]([C:27]1[S:34][C:23]([C:22]2[CH:21]=[N:20][N:17]3[CH:18]=[CH:19][C:14]([N:10]4[CH2:11][CH2:12][CH2:13][CH:9]4[C:3]4[CH:4]=[C:5]([F:8])[CH:6]=[CH:7][C:2]=4[F:1])=[N:15][C:16]=23)=[N:25][N:26]=1)([CH3:31])([CH3:30])[CH3:29]. (8) Given the reactants [C:9](O[C:9]([O:11][C:12]([CH3:15])(C)C)=[O:10])([O:11][C:12](C)(C)[CH3:15])=[O:10].[NH2:16][C@H:17]1[CH2:22][CH2:21][C@H:20]([NH:23][C:24]2[CH:25]=[C:26]([N:43]([CH:53]3[CH2:55][CH2:54]3)CC3C=CC(OC)=CC=3)[C:27]3[N:28]([C:30]([C:33]([NH:35][C:36]4[CH:41]=[CH:40][N:39]=[CH:38][C:37]=4[F:42])=[O:34])=[CH:31][N:32]=3)[N:29]=2)[CH2:19][CH2:18]1.[CH3:56][N:57](C)[CH2:58]CO.C(O)(C(F)(F)F)=O, predict the reaction product. The product is: [CH:53]1([NH:43][C:26]2[C:27]3[N:28]([C:30]([C:33](=[O:34])[NH:35][C:36]4[CH:41]=[CH:40][N:39]=[CH:38][C:37]=4[F:42])=[CH:31][N:32]=3)[N:29]=[C:24]([NH:23][C@H:20]3[CH2:19][CH2:18][C@H:17]([NH:16][C:9](=[O:10])[O:11][CH2:12][CH2:15][N:57]([CH3:58])[CH3:56])[CH2:22][CH2:21]3)[CH:25]=2)[CH2:55][CH2:54]1. (9) Given the reactants [CH2:1]=[C:2]1[CH:5]([C:6]2[CH:11]=[CH:10][CH:9]=[CH:8][CH:7]=2)[CH2:4][O:3]1.CC1(C)O[O:14]1, predict the reaction product. The product is: [C:6]1([CH:5]2[C:2]3([CH2:1][O:14]3)[O:3][CH2:4]2)[CH:11]=[CH:10][CH:9]=[CH:8][CH:7]=1. (10) Given the reactants [N:1]1[CH:2]=[CH:3][N:4]2[CH2:9][CH2:8][CH:7]([CH2:10][OH:11])[CH2:6][C:5]=12.C(N(CC)CC)C.[S:19](Cl)([CH3:22])(=[O:21])=[O:20], predict the reaction product. The product is: [CH3:22][S:19]([O:11][CH2:10][CH:7]1[CH2:8][CH2:9][N:4]2[CH:3]=[CH:2][N:1]=[C:5]2[CH2:6]1)(=[O:21])=[O:20].